This data is from Full USPTO retrosynthesis dataset with 1.9M reactions from patents (1976-2016). The task is: Predict the reactants needed to synthesize the given product. (1) Given the product [Cl:22][C:17]1[C:16]2[C:15]3[C:14](=[C:25]([CH3:26])[O:24][N:23]=3)[C:13](=[O:27])[N:12]([C:8]3[N:7]=[C:6]([CH2:5][C:4]([OH:28])=[O:3])[CH:11]=[CH:10][CH:9]=3)[C:21]=2[CH:20]=[CH:19][CH:18]=1, predict the reactants needed to synthesize it. The reactants are: C([O:3][C:4](=[O:28])[CH2:5][C:6]1[CH:11]=[CH:10][CH:9]=[C:8]([N:12]2[C:21]3[CH:20]=[CH:19][CH:18]=[C:17]([Cl:22])[C:16]=3[C:15]3=[N:23][O:24][C:25]([CH3:26])=[C:14]3[C:13]2=[O:27])[N:7]=1)C.CO.[OH-].[Na+].Cl. (2) Given the product [CH3:10][O:9][C:4]1[CH:3]=[C:2]([B:16]([OH:19])[OH:17])[CH:7]=[CH:6][C:5]=1[F:8], predict the reactants needed to synthesize it. The reactants are: Br[C:2]1[CH:7]=[CH:6][C:5]([F:8])=[C:4]([O:9][CH3:10])[CH:3]=1.[Li]CCCC.[B:16](OC)([O:19]C)[O:17]C.